This data is from Reaction yield outcomes from USPTO patents with 853,638 reactions. The task is: Predict the reaction yield, written as a fraction of the theoretical maximum amount of product (1.0 means a 100% yield; for example, 0.34 means a 34% yield). (1) The reactants are [N:1]1[CH:6]=[CH:5][CH:4]=[N:3][C:2]=1[CH2:7][CH2:8][CH:9](O)[CH2:10][S:11]([N:14]1[CH2:19][CH2:18][N:17]([C:20]2[CH:25]=[CH:24][C:23]([O:26][CH2:27][C:28]([F:31])([F:30])[F:29])=[CH:22][N:21]=2)[CH2:16][CH2:15]1)(=[O:13])=[O:12].CS(Cl)(=O)=O.C(N(CC)CC)C. The catalyst is C(Cl)Cl. The product is [F:30][C:28]([F:29])([F:31])[CH2:27][O:26][C:23]1[CH:24]=[CH:25][C:20]([N:17]2[CH2:16][CH2:15][N:14]([S:11](/[CH:10]=[CH:9]/[CH2:8][CH2:7][C:2]3[N:3]=[CH:4][CH:5]=[CH:6][N:1]=3)(=[O:13])=[O:12])[CH2:19][CH2:18]2)=[N:21][CH:22]=1. The yield is 0.900. (2) The reactants are [CH3:1][O:2][C:3]1[CH:11]=[C:10]2[C:6]([C:7]([C@H:12]([CH2:16][CH3:17])[C:13]([OH:15])=[O:14])=[CH:8][CH2:9]2)=[CH:5][CH:4]=1.C(N(CC)CC)C. The catalyst is CCO.C1COCC1. The product is [CH3:1][O:2][C:3]1[CH:11]=[C:10]2[C:6](=[CH:5][CH:4]=1)[C@H:7]([C@H:12]([CH2:16][CH3:17])[C:13]([OH:15])=[O:14])[CH2:8][CH2:9]2. The yield is 0.950.